Dataset: Full USPTO retrosynthesis dataset with 1.9M reactions from patents (1976-2016). Task: Predict the reactants needed to synthesize the given product. (1) Given the product [NH:22]1[CH2:21][CH2:20][CH:19]([C:16]2[N:15]3[C:10]4[CH:9]=[CH:8][N:7]([CH2:6][O:5][CH2:4][CH2:3][Si:2]([CH3:36])([CH3:35])[CH3:1])[C:11]=4[N:12]=[CH:13][C:14]3=[N:18][CH:17]=2)[CH2:24][CH2:23]1, predict the reactants needed to synthesize it. The reactants are: [CH3:1][Si:2]([CH3:36])([CH3:35])[CH2:3][CH2:4][O:5][CH2:6][N:7]1[C:11]2[N:12]=[CH:13][C:14]3[N:15]([C:16]([CH:19]4[CH2:24][CH2:23][N:22](C(OCC5C=CC=CC=5)=O)[CH2:21][CH2:20]4)=[CH:17][N:18]=3)[C:10]=2[CH:9]=[CH:8]1.C([SiH](CC)CC)C. (2) The reactants are: [CH2:1]([O:3][C:4](=[O:37])[CH2:5][O:6][C:7]1[CH:33]=[CH:32][C:10]2[C:11]([CH2:14][CH2:15][C:16]3[N:17]=[C:18]([C:24]4[CH:29]=[CH:28][C:27]([Cl:30])=[CH:26][C:25]=4[Cl:31])[O:19][C:20]=3[CH:21]([CH3:23])[CH3:22])=[N:12][O:13][C:9]=2[C:8]=1[CH2:34][CH:35]=[CH2:36])[CH3:2]. Given the product [CH2:1]([O:3][C:4](=[O:37])[CH2:5][O:6][C:7]1[CH:33]=[CH:32][C:10]2[C:11]([CH2:14][CH2:15][C:16]3[N:17]=[C:18]([C:24]4[CH:29]=[CH:28][C:27]([Cl:30])=[CH:26][C:25]=4[Cl:31])[O:19][C:20]=3[CH:21]([CH3:22])[CH3:23])=[N:12][O:13][C:9]=2[C:8]=1[CH2:34][CH2:35][CH3:36])[CH3:2], predict the reactants needed to synthesize it. (3) Given the product [NH2:23][C:24]1[N:29]=[C:28]([N:18]2[C:19]3[CH:20]=[CH:21][CH:22]=[C:14]([C:12]([NH:11][C@H:9]([C:5]4[CH:6]=[CH:7][CH:8]=[C:3]([O:2][CH3:1])[CH:4]=4)[CH3:10])=[O:13])[C:15]=3[CH:16]=[CH:17]2)[CH:27]=[CH:26][N:25]=1, predict the reactants needed to synthesize it. The reactants are: [CH3:1][O:2][C:3]1[CH:4]=[C:5]([C@@H:9]([NH:11][C:12]([C:14]2[C:15]3[CH:16]=[CH:17][NH:18][C:19]=3[CH:20]=[CH:21][CH:22]=2)=[O:13])[CH3:10])[CH:6]=[CH:7][CH:8]=1.[NH2:23][C:24]1[N:29]=[C:28](Cl)[CH:27]=[CH:26][N:25]=1.NC1N=C(N2C3C=CC=C(C(NCC4C=CC=CC=4Cl)=O)C=3C=C2)C=CN=1.CO. (4) The reactants are: CN(C)[CH:3]=[O:4].P(Cl)(Cl)(Cl)=O.[CH3:11][C:12]1[NH:13][CH:14]=[C:15]([CH3:17])[CH:16]=1.C([O-])(=O)C.[Na+]. Given the product [CH:3]([C:14]1[NH:13][C:12]([CH3:11])=[CH:16][C:15]=1[CH3:17])=[O:4], predict the reactants needed to synthesize it. (5) Given the product [Br-:10].[Cl:1][C:2]1[N:3]([CH2:11][C:12]2[CH:21]=[CH:20][C:19]3[C:14](=[CH:15][CH:16]=[CH:17][CH:18]=3)[CH:13]=2)[CH2:4][NH+:5]([CH2:11][C:12]2[CH:21]=[CH:20][C:19]3[C:14](=[CH:15][CH:16]=[CH:17][CH:18]=3)[CH:13]=2)[C:6]=1[Cl:7], predict the reactants needed to synthesize it. The reactants are: [Cl:1][C:2]1[N:3]=[CH:4][NH:5][C:6]=1[Cl:7].[OH-].[K+].[Br:10][CH2:11][C:12]1[CH:21]=[CH:20][C:19]2[C:14](=[CH:15][CH:16]=[CH:17][CH:18]=2)[CH:13]=1. (6) Given the product [CH3:11][S:8]([C:5]1[CH:6]=[CH:7][C:2]([CH2:15][NH2:16])=[C:3]([N+:12]([O-:14])=[O:13])[CH:4]=1)(=[O:10])=[O:9], predict the reactants needed to synthesize it. The reactants are: F[C:2]1[CH:7]=[CH:6][C:5]([S:8]([CH3:11])(=[O:10])=[O:9])=[CH:4][C:3]=1[N+:12]([O-:14])=[O:13].[CH3:15][NH2:16]. (7) Given the product [F:17][C:18]1[CH:25]=[CH:24][C:21]([CH:22]=[N:1][C:2]2[NH:6][N:5]=[C:4]([NH:7][C:8]3[CH:9]=[N:10][CH:11]=[CH:12][CH:13]=3)[C:3]=2[C:14]([NH2:16])=[O:15])=[CH:20][C:19]=1[O:26][CH3:27], predict the reactants needed to synthesize it. The reactants are: [NH2:1][C:2]1[NH:6][N:5]=[C:4]([NH:7][C:8]2[CH:9]=[N:10][CH:11]=[CH:12][CH:13]=2)[C:3]=1[C:14]([NH2:16])=[O:15].[F:17][C:18]1[CH:25]=[CH:24][C:21]([CH:22]=O)=[CH:20][C:19]=1[O:26][CH3:27]. (8) Given the product [C:23]([O:22][C:20]([N:27]1[CH2:32][CH2:31][N:30]([C:8]([C:4]2[CH:3]=[C:2]([Cl:1])[CH:7]=[CH:6][N:5]=2)=[O:9])[CH2:29][CH2:28]1)=[O:21])([CH3:26])([CH3:24])[CH3:25], predict the reactants needed to synthesize it. The reactants are: [Cl:1][C:2]1[CH:7]=[CH:6][N:5]=[C:4]([C:8](Cl)=[O:9])[CH:3]=1.C(N(C(C)C)C(C)C)C.[C:20]([N:27]1[CH2:32][CH2:31][NH:30][CH2:29][CH2:28]1)([O:22][C:23]([CH3:26])([CH3:25])[CH3:24])=[O:21].